Binary Classification. Given a drug SMILES string, predict its activity (active/inactive) in a high-throughput screening assay against a specified biological target. From a dataset of Cav3 T-type calcium channel HTS with 100,875 compounds. (1) The molecule is O(c1cc(CNc2cc3CCCc3cc2)ccc1OC)CC. The result is 0 (inactive). (2) The compound is s1c(CN2C=C(C(C(=C2)C(OC)=O)c2c(OC)c(OC)ccc2)C(OC)=O)ccc1. The result is 0 (inactive). (3) The compound is O(c1cc2c(cc1)C(=O)NC2=O)c1cc(NC(=O)c2occc2)ccc1. The result is 0 (inactive). (4) The molecule is S1c2c(N(C(=O)C1)C)cc(NC(=O)NCCC(C)C)cc2. The result is 0 (inactive). (5) The result is 0 (inactive). The molecule is S(c1n(Cc2occc2)c(nn1)CSc1nc(cc(n1)C)C)CC(=O)Nc1cc(ccc1)C.